Dataset: Full USPTO retrosynthesis dataset with 1.9M reactions from patents (1976-2016). Task: Predict the reactants needed to synthesize the given product. (1) Given the product [C:1]([NH:5][C:6]([C:8]1[C:16]2[C:11](=[N:12][CH:13]=[C:14]([C:17]3[C:25]4[C:20](=[CH:21][CH:22]=[C:23]([O:26][CH:27]([F:28])[F:29])[CH:24]=4)[N:19]([CH2:30][CH2:31][CH2:32][C:33]([OH:35])=[O:34])[N:18]=3)[N:15]=2)[NH:10][CH:9]=1)=[O:7])([CH3:4])([CH3:2])[CH3:3], predict the reactants needed to synthesize it. The reactants are: [C:1]([NH:5][C:6]([C:8]1[C:16]2[C:11](=[N:12][CH:13]=[C:14]([C:17]3[C:25]4[C:20](=[CH:21][CH:22]=[C:23]([O:26][CH:27]([F:29])[F:28])[CH:24]=4)[N:19]([CH2:30][CH2:31][CH2:32][C:33]([OH:35])=[O:34])[N:18]=3)[N:15]=2)[N:10](COCC[Si](C)(C)C)[CH:9]=1)=[O:7])([CH3:4])([CH3:3])[CH3:2].FC(F)(F)C(O)=O.C(N)CN.Cl. (2) Given the product [NH2:20][C:17]1[CH:18]=[C:19]2[C:14](=[C:15]([S:23]([CH3:25])=[O:24])[CH:16]=1)[N:13]=[CH:12][C:11]([C:26]#[N:27])=[C:10]2[NH:9][C:4]1[CH:5]=[CH:6][C:7]([F:8])=[C:2]([Cl:1])[CH:3]=1, predict the reactants needed to synthesize it. The reactants are: [Cl:1][C:2]1[CH:3]=[C:4]([NH:9][C:10]2[C:19]3[C:14](=[C:15]([S:23]([CH3:25])=[O:24])[CH:16]=[C:17]([N+:20]([O-])=O)[CH:18]=3)[N:13]=[CH:12][C:11]=2[C:26]#[N:27])[CH:5]=[CH:6][C:7]=1[F:8].O.O.[Sn](Cl)(Cl)(Cl)Cl. (3) Given the product [CH3:8][O:9][C:10]([C:12]1[CH:13]=[C:14]([CH3:34])[C:15]2[O:21][C:20]3[C:22]([Cl:30])=[CH:23][C:24]([NH:26][CH2:27][CH2:28][NH:1][CH2:2][C:3]4[S:4][CH:5]=[CH:6][CH:7]=4)=[CH:25][C:19]=3[CH2:18][S:17](=[O:31])(=[O:32])[C:16]=2[CH:33]=1)=[O:11], predict the reactants needed to synthesize it. The reactants are: [NH2:1][CH2:2][C:3]1[S:4][CH:5]=[CH:6][CH:7]=1.[CH3:8][O:9][C:10]([C:12]1[CH:13]=[C:14]([CH3:34])[C:15]2[O:21][C:20]3[C:22]([Cl:30])=[CH:23][C:24]([NH:26][CH2:27][CH2:28]Cl)=[CH:25][C:19]=3[CH2:18][S:17](=[O:32])(=[O:31])[C:16]=2[CH:33]=1)=[O:11].